This data is from Forward reaction prediction with 1.9M reactions from USPTO patents (1976-2016). The task is: Predict the product of the given reaction. (1) Given the reactants [N+:1]([C:4]1[CH:5]=[CH:6][C:7]([N:10]2[CH2:14][CH2:13][CH2:12][CH2:11]2)=[N:8][CH:9]=1)([O-])=O.CN(C=O)C.O, predict the reaction product. The product is: [N:10]1([C:7]2[N:8]=[CH:9][C:4]([NH2:1])=[CH:5][CH:6]=2)[CH2:14][CH2:13][CH2:12][CH2:11]1. (2) Given the reactants [CH3:1][O:2][C:3]1[N:8]=[CH:7][C:6]([C:9]2[CH:10]=[N:11][C:12]([N:16]3[CH2:21][CH2:20][O:19][CH2:18][CH2:17]3)=[CH:13][C:14]=2[NH2:15])=[CH:5][CH:4]=1.Cl[C:23]1[C:32]2[C:27](=[CH:28][C:29]([F:34])=[CH:30][C:31]=2[F:33])[N:26]=[C:25]([C:35]2[CH:36]=[N:37][C:38]([CH3:41])=[CH:39][CH:40]=2)[C:24]=1[CH3:42].C1(P(C2CCCCC2)C2C=CC=CC=2C2C(C(C)C)=CC(C(C)C)=CC=2C(C)C)CCCCC1.CC(C)([O-])C.[Na+], predict the reaction product. The product is: [F:33][C:31]1[CH:30]=[C:29]([F:34])[CH:28]=[C:27]2[C:32]=1[C:23]([NH:15][C:14]1[CH:13]=[C:12]([N:16]3[CH2:21][CH2:20][O:19][CH2:18][CH2:17]3)[N:11]=[CH:10][C:9]=1[C:6]1[CH:7]=[N:8][C:3]([O:2][CH3:1])=[CH:4][CH:5]=1)=[C:24]([CH3:42])[C:25]([C:35]1[CH:36]=[N:37][C:38]([CH3:41])=[CH:39][CH:40]=1)=[N:26]2. (3) Given the reactants [CH3:1][Si:2]([CH3:36])([C:32]([CH3:35])([CH3:34])[CH3:33])[O:3][C@H:4]1[CH2:21][CH2:20][C@@:19]2([CH3:22])[CH:6]([C@@H:7]([OH:31])[CH2:8][C@@H:9]3[C@@H:18]2[CH2:17][CH2:16][C@@:14]2([CH3:15])[C@H:10]3[CH2:11][CH2:12][C@@H:13]2[O:23][Si:24]([CH3:30])([CH3:29])[C:25]([CH3:28])([CH3:27])[CH3:26])[CH2:5]1.[CH3:37][Si:38]([CH3:72])([C:68]([CH3:71])([CH3:70])[CH3:69])[O:39][C@@H:40]1[CH2:57][CH2:56][C@@:55]2([CH3:58])[CH:42]([C@@H:43]([OH:67])[CH2:44][C@@H:45]3[C@@H:54]2[CH2:53][CH2:52][C@@:50]2([CH3:51])[C@H:46]3[CH2:47][CH2:48][C@@H:49]2[O:59][Si:60]([CH3:66])([CH3:65])[C:61]([CH3:64])([CH3:63])[CH3:62])[CH2:41]1, predict the reaction product. The product is: [CH3:36][Si:2]([CH3:1])([C:32]([CH3:35])([CH3:34])[CH3:33])[O:3][C@H:4]1[CH2:21][CH2:20][C@@:19]2([CH3:22])[CH:6]([C:7](=[O:31])[CH2:8][C@@H:9]3[C@@H:18]2[CH2:17][CH2:16][C@@:14]2([CH3:15])[C@H:10]3[CH2:11][CH2:12][C@@H:13]2[O:23][Si:24]([CH3:29])([CH3:30])[C:25]([CH3:26])([CH3:27])[CH3:28])[CH2:5]1.[CH3:72][Si:38]([CH3:37])([C:68]([CH3:71])([CH3:70])[CH3:69])[O:39][C@@H:40]1[CH2:57][CH2:56][C@@:55]2([CH3:58])[CH:42]([C:43](=[O:67])[CH2:44][C@@H:45]3[C@@H:54]2[CH2:53][CH2:52][C@@:50]2([CH3:51])[C@H:46]3[CH2:47][CH2:48][C@@H:49]2[O:59][Si:60]([CH3:65])([CH3:66])[C:61]([CH3:62])([CH3:63])[CH3:64])[CH2:41]1. (4) Given the reactants [OH:1][N:2]([O-:16])[C:3]1[CH:4]=[C:5]([C:9](=O)[CH2:10][NH:11][C:12](=O)[CH3:13])[CH:6]=[CH:7][CH:8]=1.[CH2:17]([NH2:19])[CH3:18], predict the reaction product. The product is: [CH2:17]([N:19]1[C:9]([C:5]2[CH:4]=[C:3]([N+:2]([O-:16])=[O:1])[CH:8]=[CH:7][CH:6]=2)=[CH:10][N:11]=[C:12]1[CH3:13])[CH3:18]. (5) Given the reactants [CH:1]([C:3]1[C:4]([NH2:10])=[N:5][CH:6]=[C:7]([F:9])[CH:8]=1)=[CH2:2], predict the reaction product. The product is: [CH2:1]([C:3]1[C:4]([NH2:10])=[N:5][CH:6]=[C:7]([F:9])[CH:8]=1)[CH3:2].